Dataset: Peptide-MHC class II binding affinity with 134,281 pairs from IEDB. Task: Regression. Given a peptide amino acid sequence and an MHC pseudo amino acid sequence, predict their binding affinity value. This is MHC class II binding data. (1) The peptide sequence is GIQTLMGRLEDGSPR. The MHC is DRB1_1302 with pseudo-sequence DRB1_1302. The binding affinity (normalized) is 0.145. (2) The peptide sequence is AAKPAAAATATATAA. The MHC is DRB1_0101 with pseudo-sequence DRB1_0101. The binding affinity (normalized) is 0.291. (3) The peptide sequence is LRFRVPWISDTPYRV. The MHC is DRB4_0101 with pseudo-sequence DRB4_0103. The binding affinity (normalized) is 0.359. (4) The peptide sequence is WNFAGIEAAASAI. The MHC is H-2-IAb with pseudo-sequence H-2-IAb. The binding affinity (normalized) is 0.468. (5) The peptide sequence is APANPGLIIGAL. The MHC is DRB1_0101 with pseudo-sequence DRB1_0101. The binding affinity (normalized) is 0.383. (6) The peptide sequence is EKKYFAVTQFEPLAA. The MHC is DRB1_1001 with pseudo-sequence DRB1_1001. The binding affinity (normalized) is 0.656.